Dataset: Merck oncology drug combination screen with 23,052 pairs across 39 cell lines. Task: Regression. Given two drug SMILES strings and cell line genomic features, predict the synergy score measuring deviation from expected non-interaction effect. Drug 1: CCc1c2c(nc3ccc(O)cc13)-c1cc3c(c(=O)n1C2)COC(=O)C3(O)CC. Drug 2: CNC(=O)c1cc(Oc2ccc(NC(=O)Nc3ccc(Cl)c(C(F)(F)F)c3)cc2)ccn1. Cell line: RKO. Synergy scores: synergy=12.2.